This data is from NCI-60 drug combinations with 297,098 pairs across 59 cell lines. The task is: Regression. Given two drug SMILES strings and cell line genomic features, predict the synergy score measuring deviation from expected non-interaction effect. (1) Drug 1: CN1CCC(CC1)COC2=C(C=C3C(=C2)N=CN=C3NC4=C(C=C(C=C4)Br)F)OC. Drug 2: CC(C)CN1C=NC2=C1C3=CC=CC=C3N=C2N. Cell line: HOP-92. Synergy scores: CSS=14.4, Synergy_ZIP=-3.37, Synergy_Bliss=-0.461, Synergy_Loewe=-1.04, Synergy_HSA=0.563. (2) Drug 1: C1C(C(OC1N2C=NC3=C(N=C(N=C32)Cl)N)CO)O. Drug 2: CC(C)CN1C=NC2=C1C3=CC=CC=C3N=C2N. Cell line: IGROV1. Synergy scores: CSS=4.86, Synergy_ZIP=-0.728, Synergy_Bliss=1.82, Synergy_Loewe=0.900, Synergy_HSA=0.442. (3) Drug 1: C1CN1P(=S)(N2CC2)N3CC3. Drug 2: CC1=C(C(=CC=C1)Cl)NC(=O)C2=CN=C(S2)NC3=CC(=NC(=N3)C)N4CCN(CC4)CCO. Cell line: A549. Synergy scores: CSS=28.4, Synergy_ZIP=-4.73, Synergy_Bliss=4.50, Synergy_Loewe=-9.53, Synergy_HSA=4.06. (4) Drug 1: CCN(CC)CCNC(=O)C1=C(NC(=C1C)C=C2C3=C(C=CC(=C3)F)NC2=O)C. Drug 2: C1CNP(=O)(OC1)N(CCCl)CCCl. Cell line: NCI-H322M. Synergy scores: CSS=7.41, Synergy_ZIP=-0.670, Synergy_Bliss=1.17, Synergy_Loewe=3.19, Synergy_HSA=-1.66. (5) Drug 1: C1=CN(C=N1)CC(O)(P(=O)(O)O)P(=O)(O)O. Drug 2: C1C(C(OC1N2C=NC(=NC2=O)N)CO)O. Cell line: UACC-257. Synergy scores: CSS=1.10, Synergy_ZIP=-0.334, Synergy_Bliss=-2.78, Synergy_Loewe=-3.85, Synergy_HSA=-5.30. (6) Drug 1: C1C(C(OC1N2C=C(C(=O)NC2=O)F)CO)O. Drug 2: CN1C(=O)N2C=NC(=C2N=N1)C(=O)N. Cell line: SN12C. Synergy scores: CSS=18.4, Synergy_ZIP=-7.55, Synergy_Bliss=4.12, Synergy_Loewe=-17.6, Synergy_HSA=1.99. (7) Drug 1: C1=C(C(=O)NC(=O)N1)N(CCCl)CCCl. Drug 2: C1CN(CCN1C(=O)CCBr)C(=O)CCBr. Cell line: A498. Synergy scores: CSS=29.1, Synergy_ZIP=-3.90, Synergy_Bliss=4.09, Synergy_Loewe=0.588, Synergy_HSA=1.73. (8) Cell line: HT29. Drug 1: CC1C(C(CC(O1)OC2CC(CC3=C2C(=C4C(=C3O)C(=O)C5=C(C4=O)C(=CC=C5)OC)O)(C(=O)CO)O)N)O.Cl. Synergy scores: CSS=35.2, Synergy_ZIP=0.0316, Synergy_Bliss=2.34, Synergy_Loewe=-22.0, Synergy_HSA=-1.39. Drug 2: C1=CC(=C2C(=C1NCCNCCO)C(=O)C3=C(C=CC(=C3C2=O)O)O)NCCNCCO. (9) Drug 1: CC(C)NC(=O)C1=CC=C(C=C1)CNNC.Cl. Drug 2: C1CNP(=O)(OC1)N(CCCl)CCCl. Cell line: HS 578T. Synergy scores: CSS=-3.32, Synergy_ZIP=2.66, Synergy_Bliss=0.968, Synergy_Loewe=-3.40, Synergy_HSA=-2.95. (10) Drug 1: CC1CCC2CC(C(=CC=CC=CC(CC(C(=O)C(C(C(=CC(C(=O)CC(OC(=O)C3CCCCN3C(=O)C(=O)C1(O2)O)C(C)CC4CCC(C(C4)OC)OCCO)C)C)O)OC)C)C)C)OC. Drug 2: CS(=O)(=O)OCCCCOS(=O)(=O)C. Cell line: SNB-75. Synergy scores: CSS=16.4, Synergy_ZIP=-1.79, Synergy_Bliss=-0.122, Synergy_Loewe=-31.6, Synergy_HSA=-1.39.